Task: Predict the reaction yield, written as a fraction of the theoretical maximum amount of product (1.0 means a 100% yield; for example, 0.34 means a 34% yield).. Dataset: Reaction yield outcomes from USPTO patents with 853,638 reactions The product is [C:19]([C:16]1([CH2:15][CH2:14][CH2:13][CH2:12][CH:11]([OH:22])[CH2:10][CH2:9][CH2:8][CH2:7][C:4]2([C:1]([OH:3])=[O:2])[CH2:5][CH2:6]2)[CH2:17][CH2:18]1)([OH:21])=[O:20]. The reactants are [C:1]([C:4]1([CH2:7][CH2:8][CH2:9][CH2:10][C:11](=[O:22])[CH2:12][CH2:13][CH2:14][CH2:15][C:16]2([C:19]([OH:21])=[O:20])[CH2:18][CH2:17]2)[CH2:6][CH2:5]1)([OH:3])=[O:2].[OH-].[Na+].[BH4-].[Na+].Cl. The catalyst is CC(O)C.O. The yield is 0.860.